This data is from Forward reaction prediction with 1.9M reactions from USPTO patents (1976-2016). The task is: Predict the product of the given reaction. Given the reactants [OH:1][C:2]1[CH:3]=[C:4]([CH:7]=[CH:8][CH:9]=1)[CH:5]=O.Br[CH2:11][CH2:12][CH2:13][CH2:14][Cl:15].C(=O)([O-])[O-].[K+].[K+].[BH4-].[Na+].[CH3:24][O:25][C:26]1[CH:31]=[CH:30][CH:29]=[CH:28][C:27]=1[N:32]1[CH2:37][CH2:36][NH:35][CH2:34][CH2:33]1.C(=O)([O-])[O-].[Na+].[Na+].[I-].[K+].S(Cl)(Cl)=O.[NH:50]1[CH:54]=[CH:53][N:52]=[CH:51]1, predict the reaction product. The product is: [ClH:15].[N:50]1([CH2:5][C:4]2[CH:3]=[C:2]([CH:9]=[CH:8][CH:7]=2)[O:1][CH2:11][CH2:12][CH2:13][CH2:14][N:35]2[CH2:36][CH2:37][N:32]([C:27]3[CH:28]=[CH:29][CH:30]=[CH:31][C:26]=3[O:25][CH3:24])[CH2:33][CH2:34]2)[CH:54]=[CH:53][N:52]=[CH:51]1.